This data is from NCI-60 drug combinations with 297,098 pairs across 59 cell lines. The task is: Regression. Given two drug SMILES strings and cell line genomic features, predict the synergy score measuring deviation from expected non-interaction effect. (1) Drug 1: CC12CCC(CC1=CCC3C2CCC4(C3CC=C4C5=CN=CC=C5)C)O. Drug 2: C1CN(CCN1C(=O)CCBr)C(=O)CCBr. Cell line: 786-0. Synergy scores: CSS=12.4, Synergy_ZIP=-2.04, Synergy_Bliss=1.87, Synergy_Loewe=0.153, Synergy_HSA=3.27. (2) Drug 2: C1C(C(OC1N2C=NC(=NC2=O)N)CO)O. Synergy scores: CSS=5.01, Synergy_ZIP=-1.77, Synergy_Bliss=2.70, Synergy_Loewe=-6.62, Synergy_HSA=-3.83. Cell line: CAKI-1. Drug 1: CCN(CC)CCNC(=O)C1=C(NC(=C1C)C=C2C3=C(C=CC(=C3)F)NC2=O)C. (3) Drug 1: C1=NC2=C(N1)C(=S)N=C(N2)N. Drug 2: CN1C2=C(C=C(C=C2)N(CCCl)CCCl)N=C1CCCC(=O)O.Cl. Cell line: U251. Synergy scores: CSS=22.2, Synergy_ZIP=-12.7, Synergy_Bliss=-6.41, Synergy_Loewe=-8.67, Synergy_HSA=-4.42. (4) Drug 2: C1=NC2=C(N=C(N=C2N1C3C(C(C(O3)CO)O)F)Cl)N. Drug 1: CNC(=O)C1=CC=CC=C1SC2=CC3=C(C=C2)C(=NN3)C=CC4=CC=CC=N4. Cell line: HOP-92. Synergy scores: CSS=39.0, Synergy_ZIP=6.57, Synergy_Bliss=5.29, Synergy_Loewe=-10.4, Synergy_HSA=4.77.